This data is from Retrosynthesis with 50K atom-mapped reactions and 10 reaction types from USPTO. The task is: Predict the reactants needed to synthesize the given product. (1) Given the product COC1CCN(C(=O)c2cc3nccc(Oc4ccc5c(C(=O)NCCO)c(C)oc5c4)c3s2)C1, predict the reactants needed to synthesize it. The reactants are: COC1CCN(C(=O)c2cc3nccc(Oc4ccc5c(C(=O)O)c(C)oc5c4)c3s2)C1.NCCO. (2) Given the product COc1ccc(Nc2cc(NCCN)nnc2C(N)=O)nc1C(C)C, predict the reactants needed to synthesize it. The reactants are: COc1ccc(Nc2cc(Cl)nnc2C(N)=O)nc1C(C)C.NCCN. (3) Given the product CCOC(=O)[C@H]1CC[C@@H](c2cc(F)c(F)c(F)c2)N1, predict the reactants needed to synthesize it. The reactants are: CCOC(=O)[C@H]1CCC(c2cc(F)c(F)c(F)c2)=N1. (4) Given the product CC[C@@H](c1cccc(OC(=O)[C@@H](C)c2ccc3cc(OC)ccc3c2)c1)[C@@H](C)CN(C)C, predict the reactants needed to synthesize it. The reactants are: CC[C@@H](c1cccc(O)c1)[C@@H](C)CN(C)C.COc1ccc2cc([C@H](C)C(=O)O)ccc2c1.